This data is from Full USPTO retrosynthesis dataset with 1.9M reactions from patents (1976-2016). The task is: Predict the reactants needed to synthesize the given product. (1) Given the product [CH3:14][O:13][CH2:12][CH2:11][O:1][C:2]1[CH:3]=[C:4]([C:8]#[CH:9])[CH:5]=[CH:6][CH:7]=1, predict the reactants needed to synthesize it. The reactants are: [OH:1][C:2]1[CH:3]=[C:4]([C:8]#[CH:9])[CH:5]=[CH:6][CH:7]=1.Br[CH2:11][CH2:12][O:13][CH3:14].C(=O)([O-])[O-].[K+].[K+].O. (2) The reactants are: I[C:2]1[C:8]([Cl:9])=[C:7]([Cl:10])[CH:6]=[CH:5][C:3]=1[NH2:4].[CH2:11]([O:13][C:14](=[O:23])[C:15]1[CH:20]=[CH:19][CH:18]=[C:17]([C:21]#[CH:22])[CH:16]=1)[CH3:12]. Given the product [CH2:11]([O:13][C:14](=[O:23])[C:15]1[CH:20]=[CH:19][CH:18]=[C:17]([C:21]#[C:22][C:5]2[CH:6]=[C:7]([Cl:10])[C:8]([Cl:9])=[CH:2][C:3]=2[NH2:4])[CH:16]=1)[CH3:12], predict the reactants needed to synthesize it. (3) Given the product [CH2:1]([NH:22][CH2:23][CH:24]([OH:27])[CH2:25][OH:26])[CH2:2][CH2:3][CH2:4][CH2:5][CH2:6][CH2:7][CH2:8]/[CH:9]=[CH:10]\[CH2:11][CH2:12][CH2:13][CH2:14][CH2:15][CH2:16][CH2:17][CH3:18], predict the reactants needed to synthesize it. The reactants are: [C:1](OC)(=O)[CH2:2][CH2:3][CH2:4][CH2:5][CH2:6][CH2:7][CH2:8]/[CH:9]=[CH:10]\[CH2:11][CH2:12][CH2:13][CH2:14][CH2:15][CH2:16][CH2:17][CH3:18].[NH2:22][CH2:23][CH:24]([OH:27])[CH2:25][OH:26]. (4) Given the product [Cl:1][C:2]1[CH:7]=[CH:6][C:5]([C:8]2[C:13]3[N:16]([C:26](=[O:29])[NH:11][N:12]=3)[N:17]([CH2:33][C:34]3[CH:41]=[CH:40][C:37]([C:38]#[N:39])=[CH:36][CH:35]=3)[C:10](=[O:46])[C:9]=2[C:20]2[CH:21]=[CH:22][N:23]=[CH:24][CH:25]=2)=[CH:4][CH:3]=1, predict the reactants needed to synthesize it. The reactants are: [Cl:1][C:2]1[CH:7]=[CH:6][C:5]([C:8]2[C:13](=O)[NH:12][N:11]3C(=O)[N:16](C)[N:17]=[C:10]3[C:9]=2[C:20]2[CH:25]=[CH:24][N:23]=[CH:22][CH:21]=2)=[CH:4][CH:3]=1.[C:26]([O-:29])([O-])=O.[K+].[K+].Br[CH2:33][C:34]1[CH:41]=[CH:40][C:37]([C:38]#[N:39])=[CH:36][CH:35]=1.CN(C=[O:46])C. (5) Given the product [Cl:42][C:38]1[CH:39]=[CH:40][CH:41]=[C:2]([Cl:1])[C:3]=1[CH2:4][C:5]1[CH:6]=[C:7]([NH:16][C:17]2[CH:22]=[CH:21][C:20]([N:23]3[CH2:24][CH2:25][NH:26][CH2:27][CH2:28]3)=[CH:19][C:18]=2[O:36][CH3:37])[C:8]2[C:13](=[O:14])[NH:12][N:11]=[CH:10][C:9]=2[N:15]=1.[F:43][C:44]([F:49])([F:48])[C:45]([O-:47])=[O:46], predict the reactants needed to synthesize it. The reactants are: [Cl:1][C:2]1[CH:41]=[CH:40][CH:39]=[C:38]([Cl:42])[C:3]=1[CH2:4][C:5]1[CH:6]=[C:7]([NH:16][C:17]2[CH:22]=[CH:21][C:20]([N:23]3[CH2:28][CH2:27][N:26](C(OC(C)(C)C)=O)[CH2:25][CH2:24]3)=[CH:19][C:18]=2[O:36][CH3:37])[C:8]2[C:13](=[O:14])[NH:12][N:11]=[CH:10][C:9]=2[N:15]=1.[F:43][C:44]([F:49])([F:48])[C:45]([OH:47])=[O:46]. (6) Given the product [CH3:33][C:32]1[C:27]([NH:26][C:24]([C:21]2[S:20][C:19]([NH:18][C:13]3[CH:12]=[C:11]([N:7]4[CH2:8][CH2:9][N:4]([CH2:3][CH2:2][OH:1])[CH2:5][CH2:6]4)[N:16]=[C:15]([CH3:17])[N:14]=3)=[N:23][CH:22]=2)=[O:25])=[C:28]([Cl:34])[CH:29]=[CH:30][CH:31]=1, predict the reactants needed to synthesize it. The reactants are: [OH:1][CH2:2][CH2:3][N:4]1[CH2:9][CH2:8][NH:7][CH2:6][CH2:5]1.Br[C:11]1[N:16]=[C:15]([CH3:17])[N:14]=[C:13]([NH:18][C:19]2[S:20][C:21]([C:24]([NH:26][C:27]3[C:32]([CH3:33])=[CH:31][CH:30]=[CH:29][C:28]=3[Cl:34])=[O:25])=[CH:22][N:23]=2)[CH:12]=1.CCN(C(C)C)C(C)C. (7) Given the product [NH2:20][C:19]1[C:9]([F:8])=[C:10]([C:16]([F:23])=[CH:17][CH:18]=1)[C:11]([O:13][CH2:14][CH3:15])=[O:12], predict the reactants needed to synthesize it. The reactants are: O.O.[Sn](Cl)(Cl)(Cl)Cl.[F:8][C:9]1[C:19]([N+:20]([O-])=O)=[CH:18][CH:17]=[C:16]([F:23])[C:10]=1[C:11]([O:13][CH2:14][CH3:15])=[O:12].C(=O)([O-])O.[Na+].